Dataset: Catalyst prediction with 721,799 reactions and 888 catalyst types from USPTO. Task: Predict which catalyst facilitates the given reaction. (1) Reactant: C(N(CC)CC)C.[Br:8][C:9]1[CH:10]=[N:11][S:12][C:13]=1[NH:14][C@H:15]([C:20]([OH:22])=O)[CH2:16][CH:17]([CH3:19])[CH3:18].Cl.[NH2:24][CH2:25][C:26]#[N:27].F[P-](F)(F)(F)(F)F.N1(O[P+](N2CCCC2)(N2CCCC2)N2CCCC2)C2C=CC=CC=2N=N1. Product: [Br:8][C:9]1[CH:10]=[N:11][S:12][C:13]=1[NH:14][C@H:15]([C:20]([NH:27][CH2:26][C:25]#[N:24])=[O:22])[CH2:16][CH:17]([CH3:18])[CH3:19]. The catalyst class is: 6. (2) Reactant: [NH:1]1[C:5]2[CH:6]=[CH:7][CH:8]=[CH:9][C:4]=2[N:3]=[C:2]1[S:10][C:11]1[O:15][C:14]([CH:16]=[O:17])=[CH:13][CH:12]=1.CC(=CC)C.[O-:23]Cl=O.[Na+]. Product: [NH:1]1[C:5]2[CH:6]=[CH:7][CH:8]=[CH:9][C:4]=2[N:3]=[C:2]1[S:10][C:11]1[O:15][C:14]([C:16]([OH:23])=[O:17])=[CH:13][CH:12]=1. The catalyst class is: 664. (3) Reactant: Br[C:2]1[CH:7]=[CH:6][C:5]([C@H:8]([C:20]2[CH:25]=[CH:24][CH:23]=[CH:22][C:21]=2[CH3:26])[CH2:9][C:10]([C:12]2[CH:13]=[CH:14][C:15](=[O:19])[N:16]([CH3:18])[CH:17]=2)=[O:11])=[CH:4][CH:3]=1.[NH:27]1[CH2:32][CH2:31][CH:30]([C:33]([O:35]CC)=[O:34])[CH2:29][CH2:28]1.CC(C)([O-])C.[Na+].C1(P(C2CCCCC2)C2C=CC=CC=2C2C(C(C)C)=CC(C(C)C)=CC=2C(C)C)CCCCC1. Product: [CH3:18][N:16]1[C:15](=[O:19])[CH:14]=[CH:13][C:12]([C:10](=[O:11])[CH2:9][C@H:8]([C:5]2[CH:4]=[CH:3][C:2]([N:27]3[CH2:28][CH2:29][CH:30]([C:33]([OH:35])=[O:34])[CH2:31][CH2:32]3)=[CH:7][CH:6]=2)[C:20]2[CH:25]=[CH:24][CH:23]=[CH:22][C:21]=2[CH3:26])=[CH:17]1. The catalyst class is: 11. (4) Reactant: N1(CCS(N2CCC(C3[C:25]4[C:20](=[C:21]([C:31](N)=[O:32])[CH:22]=[C:23](C5C=CSC=5)[CH:24]=4)NC=3)CC2)(=O)=O)CCCC1.Br[C:35]1[CH:36]=[C:37]2[C:41](=[C:42]([C:44]([NH2:46])=[O:45])[CH:43]=1)[NH:40][CH:39]=[C:38]2[CH:47]1[CH2:52][CH2:51][N:50]([S:53]([CH2:56][CH2:57][CH2:58][N:59]2[CH2:63][CH2:62][CH2:61][CH2:60]2)(=[O:55])=[O:54])[CH2:49][CH2:48]1.OCC1C=C(B(O)O)C=CC=1.C(=O)([O-])[O-].[Cs+].[Cs+]. Product: [OH:32][CH2:31][C:21]1[CH:20]=[C:25]([C:35]2[CH:36]=[C:37]3[C:41](=[C:42]([C:44]([NH2:46])=[O:45])[CH:43]=2)[NH:40][CH:39]=[C:38]3[CH:47]2[CH2:52][CH2:51][N:50]([S:53]([CH2:56][CH2:57][CH2:58][N:59]3[CH2:63][CH2:62][CH2:61][CH2:60]3)(=[O:55])=[O:54])[CH2:49][CH2:48]2)[CH:24]=[CH:23][CH:22]=1. The catalyst class is: 73.